From a dataset of Drug-target binding data from BindingDB using IC50 measurements. Regression. Given a target protein amino acid sequence and a drug SMILES string, predict the binding affinity score between them. We predict pIC50 (pIC50 = -log10(IC50 in M); higher means more potent). Dataset: bindingdb_ic50. (1) The compound is Cc1c(O)ccc2c1C(=O)N(Cc1ccccc1-c1ccccc1)C2C(=O)NC(C)(C)C. The target protein (P22460) has sequence MEIALVPLENGGAMTVRGGDEARAGCGQATGGELQCPPTAGLSDGPKEPAPKGRGAQRDADSGVRPLPPLPDPGVRPLPPLPEELPRPRRPPPEDEEEEGDPGLGTVEDQALGTASLHHQRVHINISGLRFETQLGTLAQFPNTLLGDPAKRLRYFDPLRNEYFFDRNRPSFDGILYYYQSGGRLRRPVNVSLDVFADEIRFYQLGDEAMERFREDEGFIKEEEKPLPRNEFQRQVWLIFEYPESSGSARAIAIVSVLVILISIITFCLETLPEFRDERELLRHPPAPHQPPAPAPGANGSGVMAPPSGPTVAPLLPRTLADPFFIVETTCVIWFTFELLVRFFACPSKAGFSRNIMNIIDVVAIFPYFITLGTELAEQQPGGGGGGQNGQQAMSLAILRVIRLVRVFRIFKLSRHSKGLQILGKTLQASMRELGLLIFFLFIGVILFSSAVYFAEADNQGTHFSSIPDAFWWAVVTMTTVGYGDMRPITVGGKIVGSLC.... The pIC50 is 4.8. (2) The compound is O=C(NCC(=O)N1CCC(F)(F)CC1)Nc1ccc2cnccc2c1. The target protein (O60678) has sequence MCSLASGATGGRGAVENEEDLPELSDSGDEAAWEDEDDADLPHGKQQTPCLFCNRLFTSAEETFSHCKSEHQFNIDSMVHKHGLEFYGYIKLINFIRLKNPTVEYMNSIYNPVPWEKEEYLKPVLEDDLLLQFDVEDLYEPVSVPFSYPNGLSENTSVVEKLKHMEARALSAEAALARAREDLQKMKQFAQDFVMHTDVRTCSSSTSVIADLQEDEDGVYFSSYGHYGIHEEMLKDKIRTESYRDFIYQNPHIFKDKVVLDVGCGTGILSMFAAKAGAKKVLGVDQSEILYQAMDIIRLNKLEDTITLIKGKIEEVHLPVEKVDVIISEWMGYFLLFESMLDSVLYAKNKYLAKGGSVYPDICTISLVAVSDVNKHADRIAFWDDVYGFKMSCMKKAVIPEAVVEVLDPKTLISEPCGIKHIDCHTTSISDLEFSSDFTLKITRTSMCTAIAGYFDIYFEKNCHNRVVFSTGPQSTKTHWKQTVFLLEKPFSVKAGEALK.... The pIC50 is 7.5. (3) The small molecule is COc1ccc(S(=O)(=O)N2CN(C(C)(C)C)C(=O)C[C@@H]2C(=O)NO)cc1. The target protein (P23097) has sequence ATFFLLSWTHCWSLPLPYGDDDDDDLSEEDLEFAEHYLKSYYHPVTLAGILKKSTVTSTVDRLREMQSFFGLDVTGKLDDPTLDIMRKPRCGVPDVGVYNVFPRTLKWSQTNLTYRIVNYTPDISHSEVEKAFRKAFKVWSDVTPLNFTRIHDGTADIMISFGTKEHGDFYPFDGPSGLLAHAFPPGPNLGGDAHFDDDETWTSSSKGYNLFIVAAHELGHSLGLDHSKDPGALMFPIYTYTGKSHFMLPDDDVQGIQSLYGPGDEDPNPKHPKTPEKCDPALSLDAITSLRGETMIFKDRFFWRLHPQQVEPELFLTKSFWPELPNHVDAAYEHPSRDLMFIFRGRKFWALNGYDIMEGYPRKISDLGFPKEVKRLSAAVHFEDTGKTLFFSGNHVWSYDDANQTMDKDYPRLIEEEFPGIGDKVDAVYEKNGYIYFFNGPIQFEYSIWSNRIVRVMPTNSLLWC. The pIC50 is 9.4.